Task: Predict the reaction yield, written as a fraction of the theoretical maximum amount of product (1.0 means a 100% yield; for example, 0.34 means a 34% yield).. Dataset: Reaction yield outcomes from USPTO patents with 853,638 reactions (1) The yield is 0.810. The product is [NH2:1][C:2]1[CH:3]=[CH:4][C:5]([C:6]([NH:11][C:12]2[CH:17]=[CH:16][CH:15]=[CH:14][CH:13]=2)=[O:8])=[CH:9][CH:10]=1. The catalyst is CN(C1C=CN=CC=1)C.CC#N. The reactants are [NH2:1][C:2]1[CH:10]=[CH:9][C:5]([C:6]([OH:8])=O)=[CH:4][CH:3]=1.[NH2:11][C:12]1[CH:17]=[CH:16][CH:15]=[CH:14][CH:13]=1.C1CCC(N=C=NC2CCCCC2)CC1. (2) The reactants are [Si:1]([O:8][CH2:9][CH2:10][C@H:11]([NH:15][C:16]([N:18]([CH2:20][CH2:21][CH2:22][CH2:23][CH:24]=[CH2:25])[CH3:19])=[O:17])[C:12]([OH:14])=O)([C:4]([CH3:7])([CH3:6])[CH3:5])([CH3:3])[CH3:2].S(C1C=CC(C)=CC=1)(O)(=O)=O.[CH2:37]([O:39][C:40]([C@@:42]1([NH2:47])[CH2:44][C@H:43]1[CH:45]=[CH2:46])=[O:41])[CH3:38].CN(C(ON1N=NC2C=CC=CC1=2)=[N+](C)C)C.[B-](F)(F)(F)F.CCN(C(C)C)C(C)C. The catalyst is CN(C=O)C.O. The product is [Si:1]([O:8][CH2:9][CH2:10][C@H:11]([NH:15][C:16]([N:18]([CH2:20][CH2:21][CH2:22][CH2:23][CH:24]=[CH2:25])[CH3:19])=[O:17])[C:12]([NH:47][C@:42]1([C:40]([O:39][CH2:37][CH3:38])=[O:41])[CH2:44][C@H:43]1[CH:45]=[CH2:46])=[O:14])([C:4]([CH3:5])([CH3:6])[CH3:7])([CH3:2])[CH3:3]. The yield is 0.760. (3) The reactants are [CH3:1][O:2][C:3]1[CH:8]=[CH:7][C:6]([C@H:9]([NH:11][C@H:12]2[C:21]3[N:20]=[CH:19][CH:18]=[CH:17][C:16]=3[CH2:15][CH2:14][CH2:13]2)[CH3:10])=[CH:5][CH:4]=1.C(N(CC)C(C)C)(C)C.Cl[CH2:32][C:33]1[N:34]=[C:35]2[CH:40]=[CH:39][CH:38]=[C:37]([F:41])[N:36]2[CH:42]=1.[I-].[K+]. The catalyst is C(#N)C.C(OCC)(=O)C. The product is [F:41][C:37]1[N:36]2[CH:42]=[C:33]([CH2:32][N:11]([C@@H:9]([C:6]3[CH:5]=[CH:4][C:3]([O:2][CH3:1])=[CH:8][CH:7]=3)[CH3:10])[C@H:12]3[C:21]4[N:20]=[CH:19][CH:18]=[CH:17][C:16]=4[CH2:15][CH2:14][CH2:13]3)[N:34]=[C:35]2[CH:40]=[CH:39][CH:38]=1. The yield is 0.600. (4) The reactants are [Cl:1][C:2]1[CH:3]=[CH:4][C:5]([N+:10]([O-:12])=[O:11])=[C:6]([CH:9]=1)[CH2:7]O.C(N(CC)CC)C.S(Cl)([Cl:22])=O. The catalyst is ClCCl. The product is [Cl:1][C:2]1[CH:3]=[CH:4][C:5]([N+:10]([O-:12])=[O:11])=[C:6]([CH2:7][Cl:22])[CH:9]=1. The yield is 0.990.